Dataset: Forward reaction prediction with 1.9M reactions from USPTO patents (1976-2016). Task: Predict the product of the given reaction. (1) Given the reactants [CH3:1][C:2]1[CH:7]=[CH:6][C:5]([N:8]2[CH2:13][CH2:12][O:11][CH2:10][CH2:9]2)=[CH:4][C:3]=1[N+:14]([O-])=O.[Cl-].[NH4+], predict the reaction product. The product is: [CH3:1][C:2]1[CH:7]=[CH:6][C:5]([N:8]2[CH2:13][CH2:12][O:11][CH2:10][CH2:9]2)=[CH:4][C:3]=1[NH2:14]. (2) The product is: [O:16]=[C:15]1[C:14]2[C:9](=[CH:10][CH:11]=[CH:12][CH:13]=2)[C:8](=[O:17])[N:7]1[CH2:6][C:5]1[CH:18]=[CH:19][C:2]([NH:1][C:28](=[O:29])[C:27]2[CH:31]=[CH:32][C:33]([CH3:34])=[C:25]([I:24])[CH:26]=2)=[CH:3][C:4]=1[C:20]([F:23])([F:21])[F:22]. Given the reactants [NH2:1][C:2]1[CH:19]=[CH:18][C:5]([CH2:6][N:7]2[C:15](=[O:16])[C:14]3[C:9](=[CH:10][CH:11]=[CH:12][CH:13]=3)[C:8]2=[O:17])=[C:4]([C:20]([F:23])([F:22])[F:21])[CH:3]=1.[I:24][C:25]1[CH:26]=[C:27]([CH:31]=[CH:32][C:33]=1[CH3:34])[C:28](Cl)=[O:29].C(N(CC)CC)C, predict the reaction product. (3) Given the reactants [CH2:1]([O:3][C:4]([C:6]1[C:10]([C:11]([O:13]C(C)(C)C)=[O:12])=[C:9]([CH3:18])[O:8][N:7]=1)=[O:5])[CH3:2].Cl, predict the reaction product. The product is: [CH2:1]([O:3][C:4]([C:6]1[C:10]([C:11]([OH:13])=[O:12])=[C:9]([CH3:18])[O:8][N:7]=1)=[O:5])[CH3:2]. (4) Given the reactants [C:1]1([C:7]2[O:8][C:9]3[CH:15]=[CH:14][C:13]([NH2:16])=[CH:12][C:10]=3[CH:11]=2)[CH:6]=[CH:5][CH:4]=[CH:3][CH:2]=1.[C:17](Cl)(=[O:21])[CH:18]([CH3:20])[CH3:19].C(OCC)(=O)C, predict the reaction product. The product is: [C:1]1([C:7]2[O:8][C:9]3[CH:15]=[CH:14][C:13]([NH:16][C:17](=[O:21])[CH:18]([CH3:20])[CH3:19])=[CH:12][C:10]=3[CH:11]=2)[CH:2]=[CH:3][CH:4]=[CH:5][CH:6]=1.